From a dataset of Catalyst prediction with 721,799 reactions and 888 catalyst types from USPTO. Predict which catalyst facilitates the given reaction. (1) Reactant: [CH:1]([C:4]1[NH:5][C:6]2[C:11]([C:12]=1[CH:13]=[O:14])=[CH:10][CH:9]=[C:8]([N+:15]([O-:17])=[O:16])[CH:7]=2)([CH3:3])[CH3:2].[CH2:18](Br)[C:19]1[CH:24]=[CH:23][CH:22]=[CH:21][CH:20]=1.C([O-])([O-])=O.[K+].[K+]. Product: [CH2:18]([N:5]1[C:6]2[C:11](=[CH:10][CH:9]=[C:8]([N+:15]([O-:17])=[O:16])[CH:7]=2)[C:12]([CH:13]=[O:14])=[C:4]1[CH:1]([CH3:3])[CH3:2])[C:19]1[CH:24]=[CH:23][CH:22]=[CH:21][CH:20]=1. The catalyst class is: 31. (2) Reactant: [CH2:1]([O:3][C:4]([C:6]1[CH:10]=[C:9]([C:11]2[CH:16]=[CH:15][N:14]=[C:13]([NH2:17])[N:12]=2)[NH:8][CH:7]=1)=[O:5])[CH3:2].I[C:19]1[CH:24]=[CH:23][C:22]([N:25]2[CH2:30][CH2:29][N:28]([CH3:31])[CH2:27][CH2:26]2)=[CH:21][C:20]=1[O:32][C:33]([F:36])([F:35])[F:34].C(=O)([O-])[O-].[Cs+].[Cs+].CC1(C)C2C(=C(P(C3C=CC=CC=3)C3C=CC=CC=3)C=CC=2)OC2C(P(C3C=CC=CC=3)C3C=CC=CC=3)=CC=CC1=2. Product: [CH2:1]([O:3][C:4]([C:6]1[CH:10]=[C:9]([C:11]2[CH:16]=[CH:15][N:14]=[C:13]([NH:17][C:19]3[CH:24]=[CH:23][C:22]([N:25]4[CH2:30][CH2:29][N:28]([CH3:31])[CH2:27][CH2:26]4)=[CH:21][C:20]=3[O:32][C:33]([F:34])([F:36])[F:35])[N:12]=2)[NH:8][CH:7]=1)=[O:5])[CH3:2]. The catalyst class is: 62. (3) Reactant: [C:1]([O-:4])(=[S:3])[CH3:2].[K+].[CH2:6]([O:8][C:9](=[O:38])[C@H:10]([CH2:30][CH2:31][C:32]1[CH:37]=[CH:36][CH:35]=[CH:34][CH:33]=1)[NH:11][C:12]([C:14]1([NH:19][C:20](=[O:29])[C@H:21](Br)[CH:22]2[CH2:27][CH2:26][O:25][CH2:24][CH2:23]2)[CH2:18][CH2:17][CH2:16][CH2:15]1)=[O:13])[CH3:7]. Product: [CH2:6]([O:8][C:9](=[O:38])[C@H:10]([CH2:30][CH2:31][C:32]1[CH:37]=[CH:36][CH:35]=[CH:34][CH:33]=1)[NH:11][C:12]([C:14]1([NH:19][C:20](=[O:29])[C@@H:21]([S:3][C:1](=[O:4])[CH3:2])[CH:22]2[CH2:23][CH2:24][O:25][CH2:26][CH2:27]2)[CH2:18][CH2:17][CH2:16][CH2:15]1)=[O:13])[CH3:7]. The catalyst class is: 54. (4) Reactant: [C:1]([C:4]1[CH:9]=[CH:8][CH:7]=[CH:6][C:5]=1[CH:10]1[O:14][N:13]=[C:12]([C:15]2[N:16]=[C:17]([CH:20]3[CH2:25][CH2:24][N:23]([C:26](=[O:38])[CH2:27][N:28]4[C:32]([CH3:33])=[CH:31][C:30]([C:34]([F:37])([F:36])[F:35])=[N:29]4)[CH2:22][CH2:21]3)[S:18][CH:19]=2)[CH2:11]1)(=O)[CH3:2].[NH2:39][OH:40].O. The catalyst class is: 8. Product: [OH:40][N:39]=[C:1]([C:4]1[CH:9]=[CH:8][CH:7]=[CH:6][C:5]=1[CH:10]1[O:14][N:13]=[C:12]([C:15]2[N:16]=[C:17]([CH:20]3[CH2:21][CH2:22][N:23]([C:26](=[O:38])[CH2:27][N:28]4[C:32]([CH3:33])=[CH:31][C:30]([C:34]([F:36])([F:37])[F:35])=[N:29]4)[CH2:24][CH2:25]3)[S:18][CH:19]=2)[CH2:11]1)[CH3:2]. (5) Reactant: [NH:1]1[C:9]2[C:4](=[CH:5][CH:6]=[CH:7][CH:8]=2)[CH:3]=[CH:2]1.[H-].[Na+].[CH3:12][O:13][C:14](=[O:37])[CH2:15][CH2:16][CH2:17][N:18]([CH2:29][C:30]1[CH:35]=[CH:34][C:33]([Cl:36])=[CH:32][CH:31]=1)[C:19]([C:21]1([CH3:28])[CH2:24][CH2:23][N:22]1[C:25](Cl)=[O:26])=[O:20]. Product: [CH3:12][O:13][C:14](=[O:37])[CH2:15][CH2:16][CH2:17][N:18]([CH2:29][C:30]1[CH:31]=[CH:32][C:33]([Cl:36])=[CH:34][CH:35]=1)[C:19]([C:21]1([CH3:28])[CH2:24][CH2:23][N:22]1[C:25]([N:1]1[C:9]2[C:4](=[CH:5][CH:6]=[CH:7][CH:8]=2)[CH:3]=[CH:2]1)=[O:26])=[O:20]. The catalyst class is: 1. (6) Product: [CH3:3][O:4][C:5]([C:7]1[N:11]=[C:10]([Cl:12])[N:9]([CH2:20][O:19][CH2:18][CH2:17][Si:14]([CH3:16])([CH3:15])[CH3:13])[N:8]=1)=[O:6]. The catalyst class is: 3. Reactant: [H-].[Na+].[CH3:3][O:4][C:5]([C:7]1[N:11]=[C:10]([Cl:12])[NH:9][N:8]=1)=[O:6].[CH3:13][Si:14]([CH2:17][CH2:18][O:19][CH2:20]Cl)([CH3:16])[CH3:15].